From a dataset of Full USPTO retrosynthesis dataset with 1.9M reactions from patents (1976-2016). Predict the reactants needed to synthesize the given product. The reactants are: [Br:1][C:2]1[CH:7]=[CH:6][C:5]([C:8]2[O:12][N:11]=[C:10]([CH3:13])[C:9]=2[CH:14]2[CH2:16][O:15]2)=[CH:4][CH:3]=1.[C:17]1([CH2:23][CH2:24][OH:25])[CH:22]=[CH:21][CH:20]=[CH:19][CH:18]=1. Given the product [Br:1][C:2]1[CH:3]=[CH:4][C:5]([C:8]2[O:12][N:11]=[C:10]([CH3:13])[C:9]=2[CH:14]([OH:15])[CH2:16][O:25][CH2:24][CH2:23][C:17]2[CH:22]=[CH:21][CH:20]=[CH:19][CH:18]=2)=[CH:6][CH:7]=1, predict the reactants needed to synthesize it.